This data is from NCI-60 drug combinations with 297,098 pairs across 59 cell lines. The task is: Regression. Given two drug SMILES strings and cell line genomic features, predict the synergy score measuring deviation from expected non-interaction effect. (1) Synergy scores: CSS=-5.80, Synergy_ZIP=3.42, Synergy_Bliss=0.249, Synergy_Loewe=-3.45, Synergy_HSA=-3.99. Drug 2: C(CN)CNCCSP(=O)(O)O. Cell line: MDA-MB-231. Drug 1: CNC(=O)C1=CC=CC=C1SC2=CC3=C(C=C2)C(=NN3)C=CC4=CC=CC=N4. (2) Drug 1: C1=NC2=C(N=C(N=C2N1C3C(C(C(O3)CO)O)F)Cl)N. Drug 2: C(CN)CNCCSP(=O)(O)O. Cell line: ACHN. Synergy scores: CSS=13.7, Synergy_ZIP=0.102, Synergy_Bliss=2.30, Synergy_Loewe=3.85, Synergy_HSA=2.72. (3) Drug 1: CC12CCC(CC1=CCC3C2CCC4(C3CC=C4C5=CN=CC=C5)C)O. Drug 2: CC(C)CN1C=NC2=C1C3=CC=CC=C3N=C2N. Cell line: DU-145. Synergy scores: CSS=-5.00, Synergy_ZIP=0.470, Synergy_Bliss=-3.83, Synergy_Loewe=-5.32, Synergy_HSA=-5.61.